From a dataset of Full USPTO retrosynthesis dataset with 1.9M reactions from patents (1976-2016). Predict the reactants needed to synthesize the given product. (1) Given the product [Br:1][C:2]1[N:7]=[C:6]([NH:8][C:11](=[O:12])[C:10]([CH3:15])([CH3:14])[CH3:9])[CH:5]=[CH:4][CH:3]=1, predict the reactants needed to synthesize it. The reactants are: [Br:1][C:2]1[N:7]=[C:6]([NH2:8])[CH:5]=[CH:4][CH:3]=1.[CH3:9][C:10]([CH3:15])([CH3:14])[C:11](Cl)=[O:12]. (2) Given the product [CH:6]12[CH2:11][CH:9]([CH:10]=[CH:5]1)[CH2:8][CH2:7]2.[CH2:24]([CH2:23][C:21]([O-:22])=[O:20])[CH:25]=[CH2:26].[CH2:1]([CH:5]1[CH2:10][CH:9]2[CH2:11][CH:6]1[CH:7]=[CH:8]2)[CH2:2][CH2:3][CH3:4].[CH3:37][O:38][C:39]([CH:41]1[CH2:46][CH:45]2[CH2:47][CH:42]1[CH:43]=[CH:44]2)=[O:40], predict the reactants needed to synthesize it. The reactants are: [CH2:1]([CH:5]1[CH2:10][CH:9]2[CH2:11][CH:6]1[CH:7]=[CH:8]2)[CH2:2][CH2:3][CH3:4].C12CC(C=C1)CC2.C[O:20][C:21]([CH:23]1CC2C[CH:24]1[CH:25]=[CH:26]2)=[O:22].[CH2:24]([CH2:23][C:21]([O-:20])=[O:22])[CH:25]=[CH2:26].[CH3:37][O:38][C:39]([CH:41]1[CH2:46][CH:45]2[CH2:47][CH:42]1[CH:43]=[CH:44]2)=[O:40].C1(C)C=CC=CC=1. (3) Given the product [C:1]1([C:7]2[CH:12]=[CH:11][N:10]=[C:9]([N:13]3[CH2:14][CH:15]4[CH2:16][N:17]([C:35]([C:30]5[CH:31]=[CH:32][CH:33]=[CH:34][C:29]=5[C:26]5[CH:27]=[CH:28][C:23]([C:22]([F:21])([F:38])[F:39])=[CH:24][CH:25]=5)=[O:36])[CH2:18][CH:19]4[CH2:20]3)[N:8]=2)[CH:2]=[CH:3][CH:4]=[CH:5][CH:6]=1, predict the reactants needed to synthesize it. The reactants are: [C:1]1([C:7]2[CH:12]=[CH:11][N:10]=[C:9]([N:13]3[CH2:20][CH:19]4[CH:15]([CH2:16][NH:17][CH2:18]4)[CH2:14]3)[N:8]=2)[CH:6]=[CH:5][CH:4]=[CH:3][CH:2]=1.[F:21][C:22]([F:39])([F:38])[C:23]1[CH:28]=[CH:27][C:26]([C:29]2[C:30]([C:35](O)=[O:36])=[CH:31][CH:32]=[CH:33][CH:34]=2)=[CH:25][CH:24]=1. (4) Given the product [F:1][C:2]1[CH:3]=[C:4]([CH:18]=[CH:19][CH:20]=1)[CH2:5][O:6][C:7]1[CH:12]=[CH:11][C:10]([C:13]#[C:14][C:15]([NH2:22])=[O:16])=[CH:9][CH:8]=1, predict the reactants needed to synthesize it. The reactants are: [F:1][C:2]1[CH:3]=[C:4]([CH:18]=[CH:19][CH:20]=1)[CH2:5][O:6][C:7]1[CH:12]=[CH:11][C:10]([C:13]#[C:14][C:15](O)=[O:16])=[CH:9][CH:8]=1.O[N:22]1C2C=CC=CC=2N=N1.Cl.CN(C)CCCN=C=NCC.N. (5) Given the product [C:12]([O:16][C:17]([N:1]1[C:10]2[C:5](=[CH:6][CH:7]=[C:8]([OH:11])[CH:9]=2)[CH2:4][CH2:3][CH2:2]1)=[O:18])([CH3:15])([CH3:14])[CH3:13], predict the reactants needed to synthesize it. The reactants are: [NH:1]1[C:10]2[C:5](=[CH:6][CH:7]=[C:8]([OH:11])[CH:9]=2)[CH2:4][CH2:3][CH2:2]1.[C:12]([O:16][C:17](O[C:17]([O:16][C:12]([CH3:15])([CH3:14])[CH3:13])=[O:18])=[O:18])([CH3:15])([CH3:14])[CH3:13].C(N(CC)CC)C.C(O)(=O)CC(CC(O)=O)(C(O)=O)O.[OH-].[Na+]. (6) The reactants are: [CH3:1][O:2][C:3](=[O:24])[CH2:4][CH2:5][C:6]1[CH:11]=[C:10]([CH:12]2[CH2:14][CH2:13]2)[C:9]([O:15][Si](C(C)(C)C)(C)C)=[CH:8][C:7]=1[CH3:23].[F-].C([N+](CCCC)(CCCC)CCCC)CCC. Given the product [CH3:1][O:2][C:3](=[O:24])[CH2:4][CH2:5][C:6]1[CH:11]=[C:10]([CH:12]2[CH2:13][CH2:14]2)[C:9]([OH:15])=[CH:8][C:7]=1[CH3:23], predict the reactants needed to synthesize it. (7) Given the product [CH3:10][N:11]([C:18]1[S:19][C:20]([C:23]2[CH:24]=[N:25][CH:26]=[CH:27][CH:28]=2)=[N:21][N:22]=1)[C:12](=[O:17])[CH2:13][CH2:14][S:15]([CH3:16])(=[O:6])=[O:5], predict the reactants needed to synthesize it. The reactants are: B1([O-])OO1.[OH2:5].[OH2:6].O.O.[Na+].[CH3:10][N:11]([C:18]1[S:19][C:20]([C:23]2[CH:24]=[N:25][CH:26]=[CH:27][CH:28]=2)=[N:21][N:22]=1)[C:12](=[O:17])[CH2:13][CH2:14][S:15][CH3:16].